Task: Predict the reaction yield, written as a fraction of the theoretical maximum amount of product (1.0 means a 100% yield; for example, 0.34 means a 34% yield).. Dataset: Reaction yield outcomes from USPTO patents with 853,638 reactions (1) The reactants are Br[C:2]1[CH:7]=[CH:6][N:5]2[CH:8]=[C:9]([C:11]3[CH:16]=[CH:15][C:14]([CH3:17])=[CH:13][CH:12]=3)[N:10]=[C:4]2[CH:3]=1.Cl.[F:19][CH2:20][CH2:21][NH2:22]. No catalyst specified. The product is [F:19][CH2:20][CH2:21][NH:22][C:2]1[CH:7]=[CH:6][N:5]2[CH:8]=[C:9]([C:11]3[CH:16]=[CH:15][C:14]([CH3:17])=[CH:13][CH:12]=3)[N:10]=[C:4]2[CH:3]=1. The yield is 0.140. (2) The reactants are [F:1][C:2]1[CH:16]=[CH:15][CH:14]=[C:13]([F:17])[C:3]=1[CH2:4][O:5][C:6]1[C:7]([NH2:12])=[N:8][CH:9]=[CH:10][CH:11]=1.Cl[CH:19]([C:25]([CH3:27])=O)[C:20]([O:22][CH2:23][CH3:24])=[O:21]. The yield is 0.416. The catalyst is C(O)C. The product is [F:1][C:2]1[CH:16]=[CH:15][CH:14]=[C:13]([F:17])[C:3]=1[CH2:4][O:5][C:6]1[C:7]2[N:8]([C:19]([C:20]([O:22][CH2:23][CH3:24])=[O:21])=[C:25]([CH3:27])[N:12]=2)[CH:9]=[CH:10][CH:11]=1. (3) The reactants are [CH:1]([C:3]1[CH:4]=[C:5]([N:9]2[C:13]([NH:14][C:15]([NH:17][C:18]3[C:27]4[C:22](=[CH:23][CH:24]=[CH:25][CH:26]=4)[CH:21]=[CH:20][CH:19]=3)=[O:16])=[CH:12][C:11]([CH:28]([CH3:30])[CH3:29])=[N:10]2)[CH:6]=[CH:7][CH:8]=1)=[O:2].C[Si](C)(C)[C:33]([F:36])([F:35])[F:34].CCCC[N+](CCCC)(CCCC)CCCC.[F-]. The catalyst is C1COCC1. The product is [CH:28]([C:11]1[CH:12]=[C:13]([NH:14][C:15]([NH:17][C:18]2[C:27]3[C:22](=[CH:23][CH:24]=[CH:25][CH:26]=3)[CH:21]=[CH:20][CH:19]=2)=[O:16])[N:9]([C:5]2[CH:6]=[CH:7][CH:8]=[C:3]([CH:1]([OH:2])[C:33]([F:36])([F:35])[F:34])[CH:4]=2)[N:10]=1)([CH3:30])[CH3:29]. The yield is 0.140. (4) The yield is 0.770. The reactants are [NH2:1][C:2]1[C:3]([C:7]2[N:8]([CH2:30][CH3:31])[C:9]3[C:14]([O:15][CH2:16][C@H:17]4[O:22][CH2:21][CH2:20][NH:19][CH2:18]4)=[CH:13][N:12]=[C:11]([C:23]#[C:24][C:25]([CH3:28])([OH:27])[CH3:26])[C:10]=3[N:29]=2)=[N:4][O:5][N:6]=1.C=O.[C:34](O)(=O)C.C(O[BH-](OC(=O)C)OC(=O)C)(=O)C.[Na+]. The product is [NH2:1][C:2]1[C:3]([C:7]2[N:8]([CH2:30][CH3:31])[C:9]3[C:14]([O:15][CH2:16][C@H:17]4[O:22][CH2:21][CH2:20][N:19]([CH3:34])[CH2:18]4)=[CH:13][N:12]=[C:11]([C:23]#[C:24][C:25]([CH3:26])([OH:27])[CH3:28])[C:10]=3[N:29]=2)=[N:4][O:5][N:6]=1. The catalyst is CO. (5) The reactants are [NH2:1][C:2]1[CH:7]=[CH:6][N:5]=[CH:4][CH:3]=1.[N+:8]([C:11]1[CH:12]=[C:13]([CH:17]=[CH:18][N:19]=1)[C:14](O)=[O:15])([O-:10])=[O:9].CCN=C=NCCCN(C)C.Cl.C(N(CC)C(C)C)(C)C.CN(C1C=CC=CN=1)C. The catalyst is ClCCl. The product is [N+:8]([C:11]1[CH:12]=[C:13]([CH:17]=[CH:18][N:19]=1)[C:14]([NH:1][C:2]1[CH:7]=[CH:6][N:5]=[CH:4][CH:3]=1)=[O:15])([O-:10])=[O:9]. The yield is 0.500. (6) The reactants are Br[C:2]1[N:7]=[N:6][C:5]([NH2:8])=[N:4][C:3]=1[C:9]1[CH:14]=[CH:13][CH:12]=[CH:11][CH:10]=1.[F:15][C:16]1[CH:21]=[CH:20][CH:19]=[CH:18][C:17]=1[OH:22]. No catalyst specified. The product is [F:15][C:16]1[CH:21]=[CH:20][CH:19]=[CH:18][C:17]=1[O:22][C:2]1[N:7]=[N:6][C:5]([NH2:8])=[N:4][C:3]=1[C:9]1[CH:14]=[CH:13][CH:12]=[CH:11][CH:10]=1. The yield is 0.100. (7) The reactants are C(N(CC)CC)C.C(O)=O.CC1C=CC(C(C)C)=CC=1.[F:21][C:22]([F:32])([F:31])[C:23](=[O:30])[CH2:24][C:25]([O:27][CH2:28][CH3:29])=[O:26]. The catalyst is O1CCCC1. The product is [F:21][C:22]([F:31])([F:32])[CH:23]([OH:30])[CH2:24][C:25]([O:27][CH2:28][CH3:29])=[O:26]. The yield is 0.886.